From a dataset of Cav3 T-type calcium channel HTS with 100,875 compounds. Binary Classification. Given a drug SMILES string, predict its activity (active/inactive) in a high-throughput screening assay against a specified biological target. (1) The compound is o1c2c(cc(c3ccc(OC)cc3)c1=O)ccc(OCc1n[nH]nn1)c2. The result is 0 (inactive). (2) The result is 0 (inactive). The molecule is Clc1ccc(S(=O)(=O)NN(CC(=O)Nc2c(scc2)C(OC)=O)C)cc1. (3) The compound is o1c2c(c(cc1=O)C)ccc(OCC(OCc1oc(nn1)c1ccccc1)=O)c2. The result is 0 (inactive). (4) The drug is S(C(=S)N1CCOCC1)CC(=O)Nc1oc(c(n1)c1ccccc1)c1ccccc1. The result is 0 (inactive). (5) The drug is Fc1c(N2CCNCC2)cc2n(CC)cc(c(=O)c2c1)C(O)=O. The result is 0 (inactive). (6) The molecule is S(c1nc2c(c(C(=O)c3n(ccn3)C)c1)cccc2)CC(OC)=O. The result is 0 (inactive). (7) The drug is Clc1c(OC)cc(n2nnnc2SCC(OCC)=O)c(OC)c1. The result is 0 (inactive).